This data is from Peptide-MHC class I binding affinity with 185,985 pairs from IEDB/IMGT. The task is: Regression. Given a peptide amino acid sequence and an MHC pseudo amino acid sequence, predict their binding affinity value. This is MHC class I binding data. (1) The peptide sequence is ALVEICTEM. The MHC is HLA-B35:01 with pseudo-sequence HLA-B35:01. The binding affinity (normalized) is 0.0478. (2) The peptide sequence is WRWKSQVTI. The MHC is HLA-B27:05 with pseudo-sequence HLA-B27:05. The binding affinity (normalized) is 0.851. (3) The binding affinity (normalized) is 0.0694. The peptide sequence is DTCGASINIT. The MHC is HLA-A02:02 with pseudo-sequence HLA-A02:02. (4) The peptide sequence is RYTRRISLF. The MHC is HLA-A26:03 with pseudo-sequence HLA-A26:03. The binding affinity (normalized) is 0.0847. (5) The peptide sequence is NESGRLIDF. The MHC is HLA-B15:09 with pseudo-sequence HLA-B15:09. The binding affinity (normalized) is 0.0847.